This data is from Forward reaction prediction with 1.9M reactions from USPTO patents (1976-2016). The task is: Predict the product of the given reaction. (1) Given the reactants [C:1]1([C@@H:7]([NH:9][CH2:10][CH2:11][CH:12]=[CH2:13])[CH3:8])[CH:6]=[CH:5][CH:4]=[CH:3][CH:2]=1.CS(C)=O.C(N(CC)C(C)C)(C)C.Br[CH2:28][C:29]([O:31][CH3:32])=[O:30], predict the reaction product. The product is: [CH2:10]([N:9]([C@H:7]([C:1]1[CH:6]=[CH:5][CH:4]=[CH:3][CH:2]=1)[CH3:8])[CH2:28][C:29]([O:31][CH3:32])=[O:30])[CH2:11][CH:12]=[CH2:13]. (2) Given the reactants Cl.[NH2:2][C@:3]12[CH2:38][CH2:37][C@@H:36]([C:39]3([CH3:42])[CH2:41][CH2:40]3)[C@@H:4]1[C@@H:5]1[C@@:18]([CH3:21])([CH2:19][CH2:20]2)[C@@:17]2([CH3:22])[C@@H:8]([C@:9]3([CH3:35])[C@@H:14]([CH2:15][CH2:16]2)[C:13]([CH3:24])([CH3:23])[C:12]([C:25]2[CH:34]=[CH:33][C:28]([C:29]([O:31][CH3:32])=[O:30])=[CH:27][CH:26]=2)=[CH:11][CH2:10]3)[CH2:7][CH2:6]1.[C:43](=O)([O-])[O-].[K+].[K+].CI.C(O)(C(F)(F)F)=O, predict the reaction product. The product is: [CH3:21][C@:18]12[C@@:17]3([CH3:22])[C@@H:8]([C@:9]4([CH3:35])[C@@H:14]([CH2:15][CH2:16]3)[C:13]([CH3:23])([CH3:24])[C:12]([C:25]3[CH:26]=[CH:27][C:28]([C:29]([O:31][CH3:32])=[O:30])=[CH:33][CH:34]=3)=[CH:11][CH2:10]4)[CH2:7][CH2:6][C@@H:5]1[C@H:4]1[C@H:36]([C:39]3([CH3:42])[CH2:41][CH2:40]3)[CH2:37][CH2:38][C@:3]1([NH:2][CH3:43])[CH2:20][CH2:19]2. (3) Given the reactants I[C:2]1[CH:3]=[C:4]([CH:9]=[CH:10][C:11]=1[CH3:12])[C:5]([O:7][CH3:8])=O.[NH4+:13].[OH-:14].[CH3:15]COC(C)=O, predict the reaction product. The product is: [C:15]([C:2]1[CH:3]=[C:4]([CH:9]=[CH:10][C:11]=1[CH3:12])[C:5]([O:7][CH3:8])=[O:14])#[N:13]. (4) Given the reactants [NH2:1][CH:2]1[CH2:7][CH2:6][N:5]([CH2:8][CH:9]2[N:19]3[C:20]4[N:11]([C:12](=[O:22])[CH:13]=[CH:14][C:15]=4[N:16]=[CH:17][C:18]3=[O:21])[CH2:10]2)[CH2:4][CH2:3]1.C(=O)([O-])[O-].[K+].[K+].CS(O[CH2:34][CH2:35][NH:36][C:37]1[CH:42]=[CH:41][CH:40]=[C:39]([F:43])[CH:38]=1)(=O)=O, predict the reaction product. The product is: [F:43][C:39]1[CH:38]=[C:37]([NH:36][CH2:35][CH2:34][NH:1][CH:2]2[CH2:7][CH2:6][N:5]([CH2:8][CH:9]3[N:19]4[C:20]5[N:11]([C:12](=[O:22])[CH:13]=[CH:14][C:15]=5[N:16]=[CH:17][C:18]4=[O:21])[CH2:10]3)[CH2:4][CH2:3]2)[CH:42]=[CH:41][CH:40]=1. (5) Given the reactants Br[C:2]1[CH:3]=[C:4]([C:8]2([C:18]3[CH:23]=[CH:22][C:21]([O:24][CH3:25])=[C:20]([CH:26]([F:28])[F:27])[CH:19]=3)[C:16]3[C:11](=[N:12][CH:13]=[CH:14][CH:15]=3)[C:10]([NH2:17])=[N:9]2)[CH:5]=[CH:6][CH:7]=1.[N:29]1[CH:34]=[C:33](B(O)O)[CH:32]=[N:31][CH:30]=1.C(=O)([O-])[O-].[Cs+].[Cs+], predict the reaction product. The product is: [F:28][CH:26]([F:27])[C:20]1[CH:19]=[C:18]([C:8]2([C:4]3[CH:5]=[CH:6][CH:7]=[C:2]([C:33]4[CH:34]=[N:29][CH:30]=[N:31][CH:32]=4)[CH:3]=3)[C:16]3[C:11](=[N:12][CH:13]=[CH:14][CH:15]=3)[C:10]([NH2:17])=[N:9]2)[CH:23]=[CH:22][C:21]=1[O:24][CH3:25].